From a dataset of Reaction yield outcomes from USPTO patents with 853,638 reactions. Predict the reaction yield, written as a fraction of the theoretical maximum amount of product (1.0 means a 100% yield; for example, 0.34 means a 34% yield). (1) The reactants are [CH3:1][C:2]1([CH3:40])[CH2:7][CH2:6][C:5]([C:8]2[CH:13]=[C:12]([CH2:14][CH2:15][S:16](=[O:21])(=[O:20])[N:17]([CH3:19])[CH3:18])[CH:11]=[CH:10][C:9]=2[NH:22][C:23]([C:25]2[N:26](COCC[Si](C)(C)C)[CH:27]=[C:28]([C:30]#[N:31])[N:29]=2)=[O:24])=[CH:4][CH2:3]1.CCO.C(O)(C(F)(F)F)=O.CO. The catalyst is C(Cl)Cl. The product is [CH3:1][C:2]1([CH3:40])[CH2:7][CH2:6][C:5]([C:8]2[CH:13]=[C:12]([CH2:14][CH2:15][S:16](=[O:21])(=[O:20])[N:17]([CH3:19])[CH3:18])[CH:11]=[CH:10][C:9]=2[NH:22][C:23]([C:25]2[NH:26][CH:27]=[C:28]([C:30]#[N:31])[N:29]=2)=[O:24])=[CH:4][CH2:3]1. The yield is 0.610. (2) The reactants are [Cl:1][C:2]1[CH:13]=[C:12]([CH3:14])[C:5]([O:6][CH2:7][C:8](OC)=[O:9])=[C:4]([CH3:15])[CH:3]=1.O.[NH2:17][NH2:18]. The catalyst is CCO. The product is [Cl:1][C:2]1[CH:13]=[C:12]([CH3:14])[C:5]([O:6][CH2:7][C:8]([NH:17][NH2:18])=[O:9])=[C:4]([CH3:15])[CH:3]=1. The yield is 0.440. (3) The reactants are Cl.Br[C:3]1[CH:8]=[CH:7][N:6]=[CH:5][C:4]=1[CH:9]=[O:10].C([Sn](CCCC)(CCCC)[C:16]1[N:17]=[CH:18][N:19]([C:21]([C:34]2[CH:39]=[CH:38][CH:37]=[CH:36][CH:35]=2)([C:28]2[CH:33]=[CH:32][CH:31]=[CH:30][CH:29]=2)[C:22]2[CH:27]=[CH:26][CH:25]=[CH:24][CH:23]=2)[CH:20]=1)CCC.C([O-])([O-])=O.[K+].[K+]. The catalyst is C(#N)C.O. The product is [C:34]1([C:21]([C:22]2[CH:23]=[CH:24][CH:25]=[CH:26][CH:27]=2)([C:28]2[CH:29]=[CH:30][CH:31]=[CH:32][CH:33]=2)[N:19]2[CH:20]=[C:16]([C:3]3[CH:8]=[CH:7][N:6]=[CH:5][C:4]=3[CH:9]=[O:10])[N:17]=[CH:18]2)[CH:39]=[CH:38][CH:37]=[CH:36][CH:35]=1. The yield is 0.390.